Dataset: Reaction yield outcomes from USPTO patents with 853,638 reactions. Task: Predict the reaction yield, written as a fraction of the theoretical maximum amount of product (1.0 means a 100% yield; for example, 0.34 means a 34% yield). (1) The reactants are C1(S([N:10]2[C:18]3[C:13](=[CH:14][C:15]([C:19]#[N:20])=[CH:16][CH:17]=3)[CH:12]=[C:11]2[CH3:21])(=O)=O)C=CC=CC=1.[OH-].[Na+]. The catalyst is C1COCC1.CO.O. The product is [CH3:21][C:11]1[NH:10][C:18]2[C:13]([CH:12]=1)=[CH:14][C:15]([C:19]#[N:20])=[CH:16][CH:17]=2. The yield is 0.730. (2) The reactants are [Cl:1][C:2]1[CH:7]=[CH:6][CH:5]=[CH:4][C:3]=1[N:8]1[C:12]([C:13]([NH2:15])=O)=[CH:11][C:10]([C:16]2[CH:21]=[CH:20][N:19]=[C:18]([Cl:22])[CH:17]=2)=[N:9]1.C[N:24]([CH:26](OC)OC)C.O.[NH2:32]N. The catalyst is C1(C)C=CC=CC=1. The product is [Cl:22][C:18]1[CH:17]=[C:16]([C:10]2[CH:11]=[C:12]([C:13]3[N:24]=[CH:26][NH:32][N:15]=3)[N:8]([C:3]3[CH:4]=[CH:5][CH:6]=[CH:7][C:2]=3[Cl:1])[N:9]=2)[CH:21]=[CH:20][N:19]=1. The yield is 0.870. (3) The reactants are [OH:1][C:2]1[C:7]([CH3:8])=[N:6][N:5]([CH2:9][C:10]2[CH:15]=[CH:14][CH:13]=[CH:12][C:11]=2[N+:16]([O-:18])=[O:17])[C:4](=[O:19])[C:3]=1[C:20]([O:22]CC)=O.[H-].[Na+].[N+:27](C1C=CC=CC=1CBr)([O-])=O.Cl.CC[O:41][C:42]([CH3:44])=[O:43]. The catalyst is CN(C)C=O.O. The product is [OH:1][C:2]1[C:7]([CH3:8])=[N:6][N:5]([CH2:9][C:10]2[CH:15]=[CH:14][CH:13]=[CH:12][C:11]=2[N+:16]([O-:18])=[O:17])[C:4](=[O:19])[C:3]=1[C:20]([NH:27][CH2:44][C:42]([OH:41])=[O:43])=[O:22]. The yield is 0.500. (4) The reactants are C(Cl)(=O)C(Cl)=O.[CH3:7][C:8]1[C:12]([C:13]([OH:15])=O)=[CH:11][O:10][N:9]=1.[CH3:16][O:17][C:18]1[CH:23]=[CH:22][C:21]([C:24]23[NH:39][CH2:38][CH2:37][N:25]2[C:26](=[O:36])[C:27]2[N:28]([CH:30]=[C:31]([N+:33]([O-:35])=[O:34])[CH:32]=2)[CH2:29]3)=[CH:20][CH:19]=1. The catalyst is CN(C=O)C.C(Cl)Cl.N1C=CC=CC=1. The product is [CH3:16][O:17][C:18]1[CH:23]=[CH:22][C:21]([C:24]23[N:39]([C:13]([C:12]4[C:8]([CH3:7])=[N:9][O:10][CH:11]=4)=[O:15])[CH2:38][CH2:37][N:25]2[C:26](=[O:36])[C:27]2[N:28]([CH:30]=[C:31]([N+:33]([O-:35])=[O:34])[CH:32]=2)[CH2:29]3)=[CH:20][CH:19]=1. The yield is 0.680. (5) The reactants are [C:1]([O:5][C:6]([N:8]1[CH2:13][CH2:12][CH:11](OS(C2C=CC(C)=CC=2)(=O)=O)[CH2:10][CH2:9]1)=[O:7])([CH3:4])([CH3:3])[CH3:2].[CH3:25][C@H:26]1[CH2:30][CH2:29][CH2:28][NH:27]1.C([O-])([O-])=O.[K+].[K+].O. The catalyst is C(#N)C. The product is [C:1]([O:5][C:6]([N:8]1[CH2:9][CH2:10][CH:11]([N:27]2[CH2:28][CH2:29][CH2:30][C@@H:26]2[CH3:25])[CH2:12][CH2:13]1)=[O:7])([CH3:2])([CH3:3])[CH3:4]. The yield is 0.400. (6) The reactants are Br[C:2]1[CH:3]=[C:4]([C:8]2([C:19]3[CH:24]=[CH:23][N:22]=[C:21]([CH:25]4[CH2:27][CH2:26]4)[CH:20]=3)[C:16]3[C:11](=[C:12]([F:17])[CH:13]=[CH:14][CH:15]=3)[C:10]([NH2:18])=[N:9]2)[CH:5]=[CH:6][CH:7]=1.[N:28]1[CH:33]=[C:32](B(O)O)[CH:31]=[N:30][CH:29]=1.C(=O)([O-])[O-].[Cs+].[Cs+]. The catalyst is COCCOC.CCO.O.CCOC(C)=O.[Cl-].[Na+].O.C1C=CC([PH+]([C]2[CH][CH][CH][CH]2)C2C=CC=CC=2)=CC=1.C1C=CC([PH+]([C]2[CH][CH][CH][CH]2)C2C=CC=CC=2)=CC=1.C(Cl)Cl.Cl[Pd]Cl.[Fe]. The product is [CH:25]1([C:21]2[CH:20]=[C:19]([C:8]3([C:4]4[CH:5]=[CH:6][CH:7]=[C:2]([C:32]5[CH:33]=[N:28][CH:29]=[N:30][CH:31]=5)[CH:3]=4)[C:16]4[C:11](=[C:12]([F:17])[CH:13]=[CH:14][CH:15]=4)[C:10]([NH2:18])=[N:9]3)[CH:24]=[CH:23][N:22]=2)[CH2:27][CH2:26]1. The yield is 0.620. (7) The reactants are [Br:1][C:2]1[CH:7]=[CH:6][C:5]([C@@H:8]([N:10]2[CH2:15][CH2:14][C@@:13]([C:20]3[CH:25]=[CH:24][C:23]([F:26])=[CH:22][CH:21]=3)([CH2:16][C:17](=[O:19])[CH3:18])[O:12][C:11]2=[O:27])[CH3:9])=[CH:4][CH:3]=1.[CH3:28][Mg]Br. The catalyst is C1COCC1. The product is [Br:1][C:2]1[CH:7]=[CH:6][C:5]([C@@H:8]([N:10]2[CH2:15][CH2:14][C@@:13]([C:20]3[CH:21]=[CH:22][C:23]([F:26])=[CH:24][CH:25]=3)([CH2:16][C:17]([OH:19])([CH3:28])[CH3:18])[O:12][C:11]2=[O:27])[CH3:9])=[CH:4][CH:3]=1. The yield is 0.460.